Dataset: Peptide-MHC class I binding affinity with 185,985 pairs from IEDB/IMGT. Task: Regression. Given a peptide amino acid sequence and an MHC pseudo amino acid sequence, predict their binding affinity value. This is MHC class I binding data. (1) The peptide sequence is SFIEDLLFNK. The MHC is HLA-A03:01 with pseudo-sequence HLA-A03:01. The binding affinity (normalized) is 0.170. (2) The binding affinity (normalized) is 0.136. The peptide sequence is LIMIYFFII. The MHC is HLA-A32:01 with pseudo-sequence HLA-A32:01. (3) The peptide sequence is YPACEAIGL. The MHC is HLA-B46:01 with pseudo-sequence HLA-B46:01. The binding affinity (normalized) is 0.0847. (4) The MHC is HLA-B08:03 with pseudo-sequence HLA-B08:03. The binding affinity (normalized) is 0.0847. The peptide sequence is NMAPEKVDF. (5) The peptide sequence is NPIPVGNIY. The MHC is Mamu-A20102 with pseudo-sequence Mamu-A20102. The binding affinity (normalized) is 0.154. (6) The peptide sequence is ETTEANAGQ. The MHC is HLA-B51:01 with pseudo-sequence HLA-B51:01. The binding affinity (normalized) is 0.0847. (7) The peptide sequence is REVFYFGKF. The MHC is HLA-A30:01 with pseudo-sequence HLA-A30:01. The binding affinity (normalized) is 0.0847. (8) The MHC is HLA-B44:03 with pseudo-sequence HLA-B44:03. The binding affinity (normalized) is 0.340. The peptide sequence is SFIEVKTCIW.